Task: Predict the reaction yield, written as a fraction of the theoretical maximum amount of product (1.0 means a 100% yield; for example, 0.34 means a 34% yield).. Dataset: Reaction yield outcomes from USPTO patents with 853,638 reactions (1) The reactants are [NH:1]1[CH2:4][CH:3]([OH:5])[CH2:2]1.CCN(C(C)C)C(C)C.[Br:15][C:16]1[CH:21]=[CH:20][C:19]([S:22](Cl)(=[O:24])=[O:23])=[CH:18][CH:17]=1. The catalyst is C(Cl)Cl. The product is [Br:15][C:16]1[CH:21]=[CH:20][C:19]([S:22]([N:1]2[CH2:4][CH:3]([OH:5])[CH2:2]2)(=[O:24])=[O:23])=[CH:18][CH:17]=1. The yield is 0.180. (2) The reactants are [CH2:1]([O:3][C:4]1[C:8]([CH3:9])=[C:7]([NH2:10])[N:6]([C:11]2[CH:16]=[CH:15][CH:14]=[CH:13][CH:12]=2)[N:5]=1)[CH3:2].[OH-].[Na+].Cl[C:20]([O:22][C:23]1[CH:28]=[CH:27][CH:26]=[CH:25][CH:24]=1)=[O:21]. The catalyst is CCOC(C)=O. The product is [CH2:1]([O:3][C:4]1[C:8]([CH3:9])=[C:7]([NH:10][C:20](=[O:21])[O:22][C:23]2[CH:28]=[CH:27][CH:26]=[CH:25][CH:24]=2)[N:6]([C:11]2[CH:16]=[CH:15][CH:14]=[CH:13][CH:12]=2)[N:5]=1)[CH3:2]. The yield is 0.720. (3) The reactants are [NH2:1][C:2]1[CH:7]=[CH:6][C:5]([C:8]2[CH:13]=[CH:12][CH:11]=[C:10]([F:14])[CH:9]=2)=[CH:4][C:3]=1[C:15](=[O:17])[CH3:16].[BH4-].[Na+].S([O-])([O-])(=O)=O.[NH4+].[NH4+].C(OCC)(=O)C. The catalyst is CO. The product is [NH2:1][C:2]1[CH:7]=[CH:6][C:5]([C:8]2[CH:13]=[CH:12][CH:11]=[C:10]([F:14])[CH:9]=2)=[CH:4][C:3]=1[CH:15]([OH:17])[CH3:16]. The yield is 0.670. (4) The reactants are Br[C:2]1[C:7]([CH3:8])=[CH:6][C:5]([O:9][CH2:10][CH2:11][O:12][CH2:13][CH3:14])=[CH:4][C:3]=1[CH3:15].CCCCCC.C([Li])CCC.[B:27](OC(C)C)([O:32]C(C)C)[O:28]C(C)C.Cl. The catalyst is O1CCCC1. The product is [CH2:13]([O:12][CH2:11][CH2:10][O:9][C:5]1[CH:6]=[C:7]([CH3:8])[C:2]([B:27]([OH:32])[OH:28])=[C:3]([CH3:15])[CH:4]=1)[CH3:14]. The yield is 0.680. (5) The reactants are [NH:1]1[C:9]2[C:4](=[CH:5][CH:6]=[C:7]([C:10]([N:12]3[CH2:18][C:17]4([CH3:20])[CH2:19][CH:13]3[CH2:14][C:15]([CH3:22])([CH3:21])[CH2:16]4)=[O:11])[CH:8]=2)[CH:3]=[CH:2]1.[I-].[CH3:24][NH2+:25][CH3:26].[CH2:27](Cl)Cl. No catalyst specified. The product is [CH3:24][N:25]([CH2:27][C:3]1[C:4]2[C:9](=[CH:8][C:7]([C:10]([N:12]3[CH2:18][C:17]4([CH3:20])[CH2:19][CH:13]3[CH2:14][C:15]([CH3:22])([CH3:21])[CH2:16]4)=[O:11])=[CH:6][CH:5]=2)[NH:1][CH:2]=1)[CH3:26]. The yield is 0.230. (6) The reactants are [NH2:1][C:2]1[C:3]([C:26]([NH2:28])=[O:27])=[CH:4][C:5]2[C:13]3[C:8](=[CH:9][CH:10]=[CH:11][CH:12]=3)[N:7]([CH2:14][C@@H:15]([NH:17][C:18](=[O:24])[O:19][C:20]([CH3:23])([CH3:22])[CH3:21])[CH3:16])[C:6]=2[N:25]=1.[CH2:29](N1C2C(=CC=CC=2)C2C=C(C(N)=O)C(NC)=NC1=2)C. No catalyst specified. The product is [NH2:28][C:26]([C:3]1[C:2]([NH:1][CH3:29])=[N:25][C:6]2[N:7]([CH2:14][C@@H:15]([NH:17][C:18](=[O:24])[O:19][C:20]([CH3:21])([CH3:22])[CH3:23])[CH3:16])[C:8]3[C:13]([C:5]=2[CH:4]=1)=[CH:12][CH:11]=[CH:10][CH:9]=3)=[O:27]. The yield is 0.890. (7) The reactants are [Cl:1][C:2]1[CH:16]=[CH:15][C:5]([C:6]([N:8]2[CH2:13][CH2:12][CH2:11][C@@H:10]([NH2:14])[CH2:9]2)=[O:7])=[CH:4][CH:3]=1.[CH3:17][C:18]1[CH:26]=[CH:25][C:21]([C:22](Cl)=[O:23])=[CH:20][CH:19]=1.[OH-].[Na+]. No catalyst specified. The product is [Cl:1][C:2]1[CH:16]=[CH:15][C:5]([C:6]([N:8]2[CH2:13][CH2:12][CH2:11][C@@H:10]([NH:14][C:22](=[O:23])[C:21]3[CH:25]=[CH:26][C:18]([CH3:17])=[CH:19][CH:20]=3)[CH2:9]2)=[O:7])=[CH:4][CH:3]=1. The yield is 0.660.